From a dataset of Forward reaction prediction with 1.9M reactions from USPTO patents (1976-2016). Predict the product of the given reaction. (1) Given the reactants [Cl:1][C:2]1[CH:7]=[CH:6][C:5]([C:8]2[C:9]([C:14]([O:16][CH3:17])=[O:15])=[CH:10][CH:11]=[CH:12][CH:13]=2)=[CH:4][C:3]=1[C:18]([O-:20])=O.C(Cl)(=O)C(Cl)=O.[CH3:27][C@H:28]([CH:30]1[CH2:35][CH2:34][CH2:33][CH2:32][CH2:31]1)[NH2:29].C(N(CC)CC)C, predict the reaction product. The product is: [Cl:1][C:2]1[CH:7]=[CH:6][C:5]([C:8]2[C:9]([C:14]([O:16][CH3:17])=[O:15])=[CH:10][CH:11]=[CH:12][CH:13]=2)=[CH:4][C:3]=1[C:18]([NH:29][C@@H:28]([CH:30]1[CH2:35][CH2:34][CH2:33][CH2:32][CH2:31]1)[CH3:27])=[O:20]. (2) Given the reactants [NH2:1][C:2]1[CH:7]=[CH:6][N:5]=[CH:4][CH:3]=1.C(N(CC)CC)C.[C:15](Cl)(=[O:20])[C:16]([CH3:19])([CH3:18])[CH3:17].O, predict the reaction product. The product is: [CH3:17][C:16]([CH3:19])([CH3:18])[C:15]([NH:1][C:2]1[CH:7]=[CH:6][N:5]=[CH:4][CH:3]=1)=[O:20]. (3) Given the reactants [CH3:1][O:2][C:3](=[O:21])[C:4]1[CH:9]=[C:8]([N+:10]([O-])=O)[CH:7]=[C:6]([N:13]2[CH:18]=[CH:17][C:16]([CH3:19])=[CH:15][C:14]2=[O:20])[CH:5]=1.Cl[Sn]Cl, predict the reaction product. The product is: [CH3:1][O:2][C:3](=[O:21])[C:4]1[CH:5]=[C:6]([N:13]2[CH:18]=[CH:17][C:16]([CH3:19])=[CH:15][C:14]2=[O:20])[CH:7]=[C:8]([NH2:10])[CH:9]=1. (4) Given the reactants [OH:1][B:2]1[C:6]2[CH:7]=[C:8]([OH:12])[CH:9]=[C:10]([CH3:11])[C:5]=2[CH:4]([CH2:13][C:14]([OH:16])=[O:15])[O:3]1.[OH-].[Na+].Cl[C:20]([O:22][CH2:23][CH3:24])=[O:21].Cl, predict the reaction product. The product is: [CH2:23]([O:22][C:20]([O:12][C:8]1[CH:9]=[C:10]([CH3:11])[C:5]2[CH:4]([CH2:13][C:14]([OH:16])=[O:15])[O:3][B:2]([OH:1])[C:6]=2[CH:7]=1)=[O:21])[CH3:24]. (5) Given the reactants C([O:8][C:9]1[C:18](=[O:19])[N:17]2[C:12]([C:13]([CH3:21])([CH3:20])[O:14][CH2:15][CH2:16]2)=[N:11][C:10]=1[C:22]1[O:23][C:24]([CH2:27][C:28]2[CH:33]=[CH:32][C:31]([F:34])=[CH:30][CH:29]=2)=[N:25][N:26]=1)C1C=CC=CC=1, predict the reaction product. The product is: [F:34][C:31]1[CH:32]=[CH:33][C:28]([CH2:27][C:24]2[O:23][C:22]([C:10]3[N:11]=[C:12]4[N:17]([C:18](=[O:19])[C:9]=3[OH:8])[CH2:16][CH2:15][O:14][C:13]4([CH3:21])[CH3:20])=[N:26][N:25]=2)=[CH:29][CH:30]=1. (6) Given the reactants C[O:2][C:3](=[O:11])[CH2:4][CH:5](O)[CH2:6][CH2:7][CH2:8]Cl.CO[C:14](=O)[CH:15]=[CH:16][CH2:17]CCCl, predict the reaction product. The product is: [C:3]([OH:2])(=[O:11])[CH:4]=[CH:5][CH2:6][CH2:7][CH:8]=[CH:14][CH:15]=[CH:16][CH3:17]. (7) Given the reactants [Cl:1][C:2]1[C:10]([C:11]([C:14]#[N:15])([CH3:13])[CH3:12])=[CH:9][CH:8]=[CH:7][C:3]=1[C:4]([OH:6])=O.C(Cl)(=O)C(Cl)=O.CN(C)C=O.[NH2:27][C:28]1[C:29]([F:53])=[CH:30][C:31]([Cl:52])=[C:32]([CH:51]=1)[O:33][C:34]1[CH:48]=[CH:47][C:37]2[N:38]=[C:39]([NH:41][C:42]([CH:44]3[CH2:46][CH2:45]3)=[O:43])[S:40][C:36]=2[C:35]=1[C:49]#[N:50], predict the reaction product. The product is: [Cl:1][C:2]1[C:10]([C:11]([C:14]#[N:15])([CH3:13])[CH3:12])=[CH:9][CH:8]=[CH:7][C:3]=1[C:4]([NH:27][C:28]1[CH:51]=[C:32]([O:33][C:34]2[CH:48]=[CH:47][C:37]3[N:38]=[C:39]([NH:41][C:42]([CH:44]4[CH2:46][CH2:45]4)=[O:43])[S:40][C:36]=3[C:35]=2[C:49]#[N:50])[C:31]([Cl:52])=[CH:30][C:29]=1[F:53])=[O:6]. (8) Given the reactants [CH3:1][C:2]1([CH3:23])[CH2:7][CH2:6][C:5]([C:8]2[CH:13]=[C:12]([C:14]3[CH:15]=[N:16][C:17]([O:20][CH3:21])=[CH:18][CH:19]=3)[CH:11]=[CH:10][C:9]=2[NH2:22])=[CH:4][CH2:3]1.[K+].[C:25]([C:27]1[N:28]=[C:29]([C:40]([O-])=[O:41])[N:30]([CH2:32][O:33][CH2:34][CH2:35][Si:36]([CH3:39])([CH3:38])[CH3:37])[CH:31]=1)#[N:26].C1CN([P+](Br)(N2CCCC2)N2CCCC2)CC1.F[P-](F)(F)(F)(F)F.CCN(C(C)C)C(C)C, predict the reaction product. The product is: [CH3:1][C:2]1([CH3:23])[CH2:7][CH2:6][C:5]([C:8]2[CH:13]=[C:12]([C:14]3[CH:15]=[N:16][C:17]([O:20][CH3:21])=[CH:18][CH:19]=3)[CH:11]=[CH:10][C:9]=2[NH:22][C:40]([C:29]2[N:30]([CH2:32][O:33][CH2:34][CH2:35][Si:36]([CH3:39])([CH3:38])[CH3:37])[CH:31]=[C:27]([C:25]#[N:26])[N:28]=2)=[O:41])=[CH:4][CH2:3]1. (9) Given the reactants C(=O)([O-])[O-].[K+].[K+].[Cl:7][C:8]1[CH:16]=[CH:15][CH:14]=[CH:13][C:9]=1[C:10]([NH2:12])=[O:11].Br[C:18]1[CH:23]=[CH:22][C:21]([C:24]2[N:25]=[C:26]([C:30]3[CH:35]=[CH:34][CH:33]=[CH:32][CH:31]=3)[O:27][C:28]=2[CH3:29])=[CH:20][CH:19]=1.CNCCNC, predict the reaction product. The product is: [Cl:7][C:8]1[CH:16]=[CH:15][CH:14]=[CH:13][C:9]=1[C:10]([NH:12][C:18]1[CH:19]=[CH:20][C:21]([C:24]2[N:25]=[C:26]([C:30]3[CH:35]=[CH:34][CH:33]=[CH:32][CH:31]=3)[O:27][C:28]=2[CH3:29])=[CH:22][CH:23]=1)=[O:11].